Dataset: Forward reaction prediction with 1.9M reactions from USPTO patents (1976-2016). Task: Predict the product of the given reaction. Given the reactants [NH2:1][C:2]1[N:3]=[CH:4][C:5]([C:8]2[C:9]([F:19])=[C:10]([OH:18])[C:11]([CH:14]3[CH2:17]C[CH2:15]3)=[CH:12][CH:13]=2)=[N:6][CH:7]=1.[Br-].C([Zn+])(C)C, predict the reaction product. The product is: [NH2:1][C:2]1[N:3]=[CH:4][C:5]([C:8]2[C:9]([F:19])=[C:10]([OH:18])[C:11]([CH:14]([CH3:17])[CH3:15])=[CH:12][CH:13]=2)=[N:6][CH:7]=1.